Predict the product of the given reaction. From a dataset of Forward reaction prediction with 1.9M reactions from USPTO patents (1976-2016). Given the reactants [Cl-].[Li+].COP([CH:9]([O:14]C1CCCCO1)[C:10]([O:12][CH3:13])=[O:11])(OC)=O.C1CCN2C(=NCCC2)CC1.[C:32]1([C:46]2[CH:51]=[CH:50][CH:49]=[CH:48][CH:47]=2)[CH:37]=[CH:36][C:35]([O:38][CH2:39][CH2:40][CH2:41][CH2:42][CH2:43][CH:44]=O)=[CH:34][CH:33]=1, predict the reaction product. The product is: [C:32]1([C:46]2[CH:51]=[CH:50][CH:49]=[CH:48][CH:47]=2)[CH:37]=[CH:36][C:35]([O:38][CH2:39][CH2:40][CH2:41][CH2:42][CH2:43][CH2:44][C:9](=[O:14])[C:10]([O:12][CH3:13])=[O:11])=[CH:34][CH:33]=1.